This data is from Reaction yield outcomes from USPTO patents with 853,638 reactions. The task is: Predict the reaction yield, written as a fraction of the theoretical maximum amount of product (1.0 means a 100% yield; for example, 0.34 means a 34% yield). (1) The catalyst is CN(C)C1C=CN=CC=1. The yield is 0.830. The product is [F:1][C:2]1[CH:7]=[CH:6][CH:5]=[C:4](/[CH:8]=[CH:9]/[N+:10]([O-:12])=[O:11])[CH:3]=1. The reactants are [F:1][C:2]1[CH:3]=[C:4]([CH:8](O)[CH2:9][N+:10]([O-:12])=[O:11])[CH:5]=[CH:6][CH:7]=1.C(OC(=O)C)(=O)C. (2) The reactants are C[O:2][C:3]([C@@H:5]1[CH2:10][CH2:9][CH2:8][CH2:7][N:6]1[C:11]1[C:20]([N+:21]([O-])=O)=[CH:19][C:14]([C:15]([O:17][CH3:18])=[O:16])=[CH:13][N:12]=1)=O.P(OC1C=CC=CC=1)(OC1C=CC=CC=1)OC1C=CC=CC=1.[H][H]. The catalyst is ClCCl.N.O[V](=O)=O.[Pt]. The product is [O:2]=[C:3]1[NH:21][C:20]2[CH:19]=[C:14]([C:15]([O:17][CH3:18])=[O:16])[CH:13]=[N:12][C:11]=2[N:6]2[CH2:7][CH2:8][CH2:9][CH2:10][C@@H:5]12. The yield is 0.890. (3) The yield is 0.830. The catalyst is O1CCOCC1.C1C=CC(/C=C/C(/C=C/C2C=CC=CC=2)=O)=CC=1.C1C=CC(/C=C/C(/C=C/C2C=CC=CC=2)=O)=CC=1.C1C=CC(/C=C/C(/C=C/C2C=CC=CC=2)=O)=CC=1.[Pd].[Pd]. The reactants are Br[C:2]1[C:3]2[N:4]([CH:18]=[CH:19][N:20]=2)[N:5]=[C:6]([C:8]2[CH:9]=[C:10]([CH:15]=[CH:16][CH:17]=2)[C:11]([O:13][CH3:14])=[O:12])[CH:7]=1.[CH3:21][C:22]1([CH3:34])[CH2:26][CH2:25][N:24]([C:27]2[N:32]=[C:31]([NH2:33])[CH:30]=[CH:29][CH:28]=2)[CH2:23]1.C1C=CC(P(C2C(C3C(P(C4C=CC=CC=4)C4C=CC=CC=4)=CC=C4C=3C=CC=C4)=C3C(C=CC=C3)=CC=2)C2C=CC=CC=2)=CC=1.C([O-])([O-])=O.[Cs+].[Cs+]. The product is [CH3:21][C:22]1([CH3:34])[CH2:26][CH2:25][N:24]([C:27]2[N:32]=[C:31]([NH:33][C:2]3[C:3]4[N:4]([CH:18]=[CH:19][N:20]=4)[N:5]=[C:6]([C:8]4[CH:9]=[C:10]([CH:15]=[CH:16][CH:17]=4)[C:11]([O:13][CH3:14])=[O:12])[CH:7]=3)[CH:30]=[CH:29][CH:28]=2)[CH2:23]1. (4) The reactants are C([N-]C(C)C)(C)C.[Li+].[CH3:9][O:10][C:11](=[O:22])[CH2:12][C:13]1[CH:18]=[CH:17][C:16]([O:19][CH3:20])=[C:15]([F:21])[CH:14]=1.I[CH2:24][CH:25]1[CH2:29][CH2:28][CH2:27][CH2:26]1. The catalyst is O1CCCC1.CN1CCCN(C)C1=O.CN1CCCN(C)C1=O. The product is [CH3:9][O:10][C:11](=[O:22])[CH:12]([C:13]1[CH:18]=[CH:17][C:16]([O:19][CH3:20])=[C:15]([F:21])[CH:14]=1)[CH2:24][CH:25]1[CH2:29][CH2:28][CH2:27][CH2:26]1. The yield is 0.838.